Predict the reactants needed to synthesize the given product. From a dataset of Full USPTO retrosynthesis dataset with 1.9M reactions from patents (1976-2016). The reactants are: C([O-])([O-])=O.[Cs+].[Cs+].[Br:7][C:8]1[CH:13]=[CH:12][C:11]([CH:14]([OH:19])[C:15]([F:18])([F:17])[F:16])=[C:10]([F:20])[CH:9]=1.[NH2:21][C:22]1[N:27]=[C:26]([C:28]2[CH:33]=[CH:32][C:31]([CH2:34][C@H:35]([NH:39][C:40]([O:42][C:43]([CH3:46])([CH3:45])[CH3:44])=[O:41])[C:36]([OH:38])=[O:37])=[CH:30][CH:29]=2)[CH:25]=[C:24](Cl)[N:23]=1.O. Given the product [NH2:21][C:22]1[N:27]=[C:26]([C:28]2[CH:33]=[CH:32][C:31]([CH2:34][C@H:35]([NH:39][C:40]([O:42][C:43]([CH3:46])([CH3:45])[CH3:44])=[O:41])[C:36]([OH:38])=[O:37])=[CH:30][CH:29]=2)[CH:25]=[C:24]([O:19][CH:14]([C:11]2[CH:12]=[CH:13][C:8]([Br:7])=[CH:9][C:10]=2[F:20])[C:15]([F:18])([F:17])[F:16])[N:23]=1, predict the reactants needed to synthesize it.